Task: Binary Classification. Given a T-cell receptor sequence (or CDR3 region) and an epitope sequence, predict whether binding occurs between them.. Dataset: TCR-epitope binding with 47,182 pairs between 192 epitopes and 23,139 TCRs (1) Result: 1 (the TCR binds to the epitope). The TCR CDR3 sequence is CASSKEDRGTYEQYF. The epitope is YLNTLTLAV. (2) The epitope is HLVDFQVTI. The TCR CDR3 sequence is CASSSVQGGNEKLFF. Result: 1 (the TCR binds to the epitope). (3) The epitope is KLWAQCVQL. The TCR CDR3 sequence is CATSDRTGVGKLFF. Result: 1 (the TCR binds to the epitope). (4) The epitope is LPAADLDDF. The TCR CDR3 sequence is CASSSRTGGIYNEQFF. Result: 1 (the TCR binds to the epitope). (5) The epitope is VLWAHGFEL. The TCR CDR3 sequence is CASTQGGEQYF. Result: 1 (the TCR binds to the epitope). (6) The epitope is QARQMVQAMRTIGTHP. The TCR CDR3 sequence is CASSLGAFNEQFF. Result: 1 (the TCR binds to the epitope). (7) The epitope is DATYQRTRALVR. The TCR CDR3 sequence is CASSRDGSHSGNTIYF. Result: 0 (the TCR does not bind to the epitope). (8) The epitope is NLSALGIFST. The TCR CDR3 sequence is CASSDFPQGRPQHF. Result: 0 (the TCR does not bind to the epitope). (9) The epitope is KLWAQCVQL. The TCR CDR3 sequence is CASSLALWESYEQYF. Result: 0 (the TCR does not bind to the epitope). (10) The epitope is VTIAEILLI. The TCR CDR3 sequence is CASSLEQLNTEAFF. Result: 0 (the TCR does not bind to the epitope).